This data is from Full USPTO retrosynthesis dataset with 1.9M reactions from patents (1976-2016). The task is: Predict the reactants needed to synthesize the given product. (1) Given the product [CH3:1][O:2][C:3]1[CH:4]=[C:5]([CH2:6][CH2:7][C:8]([OH:10])=[O:9])[CH:16]=[CH:17][C:18]=1[CH3:19], predict the reactants needed to synthesize it. The reactants are: [CH3:1][O:2][C:3]1[CH:4]=[C:5]([CH:16]=[CH:17][C:18]=1[CH3:19])[CH2:6][CH:7](C(OC)=O)[C:8]([O:10]C)=[O:9].[OH-].[Na+]. (2) The reactants are: [OH:1][C:2]1[CH:23]=[CH:22][C:5]([C:6]([NH:8][C:9]2[CH:10]=[C:11]([CH:18]=[CH:19][C:20]=2[CH3:21])[C:12]([NH:14][CH:15]2[CH2:17][CH2:16]2)=[O:13])=[O:7])=[CH:4][CH:3]=1.Br[CH2:25][C:26]1[N:31]=[C:30]([CH2:32][OH:33])[CH:29]=[CH:28][CH:27]=1.C(=O)([O-])[O-].[K+].[K+].O. Given the product [CH:15]1([NH:14][C:12](=[O:13])[C:11]2[CH:18]=[CH:19][C:20]([CH3:21])=[C:9]([NH:8][C:6](=[O:7])[C:5]3[CH:4]=[CH:3][C:2]([O:1][CH2:25][C:26]4[CH:27]=[CH:28][CH:29]=[C:30]([CH2:32][OH:33])[N:31]=4)=[CH:23][CH:22]=3)[CH:10]=2)[CH2:16][CH2:17]1, predict the reactants needed to synthesize it. (3) The reactants are: Br[C:2]1[C:3]([N:9]2[CH2:13][CH2:12][CH2:11][CH2:10]2)=[N:4][CH:5]=[C:6]([Br:8])[N:7]=1.[C:14]([N:21]1[CH2:27][CH2:26][CH2:25][NH:24][CH2:23][CH2:22]1)([O:16][C:17]([CH3:20])([CH3:19])[CH3:18])=[O:15]. Given the product [Br:8][C:6]1[N:7]=[C:2]([N:24]2[CH2:25][CH2:26][CH2:27][N:21]([C:14]([O:16][C:17]([CH3:20])([CH3:19])[CH3:18])=[O:15])[CH2:22][CH2:23]2)[C:3]([N:9]2[CH2:13][CH2:12][CH2:11][CH2:10]2)=[N:4][CH:5]=1, predict the reactants needed to synthesize it.